From a dataset of Forward reaction prediction with 1.9M reactions from USPTO patents (1976-2016). Predict the product of the given reaction. (1) Given the reactants [Cl:1][C:2]1[CH:7]=[CH:6][C:5]([CH3:8])=[CH:4][C:3]=1[OH:9].C1(P(C2C=CC=CC=2)C2C=CC=CC=2)C=CC=CC=1.O[C@H:30]([CH3:35])[C:31]([O:33][CH3:34])=[O:32].CC(OC(/N=N/C(OC(C)C)=O)=O)C, predict the reaction product. The product is: [Cl:1][C:2]1[CH:7]=[CH:6][C:5]([CH3:8])=[CH:4][C:3]=1[O:9][C@@H:30]([CH3:35])[C:31]([O:33][CH3:34])=[O:32]. (2) Given the reactants [F:1][C:2]1[CH:3]=[C:4]([C:9]2[C:14]([F:15])=[CH:13][C:12]([N:16]3[C:25]4[C:20](=[CH:21][C:22]([S:26](=[O:43])(=[O:42])[N:27]([C:37]5[CH:41]=[CH:40][O:39][N:38]=5)CC5C=CC(OC)=CC=5)=[CH:23][CH:24]=4)[CH:19]=[CH:18][C:17]3=[O:44])=[C:11]([O:45][CH:46]3[CH2:49][N:48]([C:50]([O:52]C(C)(C)C)=[O:51])[CH2:47]3)[CH:10]=2)[CH:5]=[C:6]([F:8])[CH:7]=1.[F:57][C:58]([F:64])([F:63])S(O)(=O)=O, predict the reaction product. The product is: [F:57][C:58]([F:64])([F:63])[C:50]([OH:52])=[O:51].[NH:48]1[CH2:47][CH:46]([O:45][C:11]2[C:12]([N:16]3[C:25]4[C:20](=[CH:21][C:22]([S:26]([NH:27][C:37]5[CH:41]=[CH:40][O:39][N:38]=5)(=[O:43])=[O:42])=[CH:23][CH:24]=4)[CH:19]=[CH:18][C:17]3=[O:44])=[CH:13][C:14]([F:15])=[C:9]([C:4]3[CH:3]=[C:2]([F:1])[CH:7]=[C:6]([F:8])[CH:5]=3)[CH:10]=2)[CH2:49]1. (3) Given the reactants Br[C:2]1[CH:7]=[CH:6][C:5]([C:8]2[CH:9]=[N:10][C:11]3[N:12]([C:14]([C:17]4([C:20]5[CH:21]=[C:22]6[C:27](=[CH:28][CH:29]=5)[N:26]=[CH:25][CH:24]=[CH:23]6)[CH2:19][CH2:18]4)=[N:15][N:16]=3)[N:13]=2)=[CH:4][CH:3]=1.[NH:30]1[CH:34]=[CH:33][CH:32]=[N:31]1.P([O-])([O-])([O-])=O.[K+].[K+].[K+].CNC1CCCCC1NC, predict the reaction product. The product is: [N:30]1([C:2]2[CH:7]=[CH:6][C:5]([C:8]3[CH:9]=[N:10][C:11]4[N:12]([C:14]([C:17]5([C:20]6[CH:21]=[C:22]7[C:27](=[CH:28][CH:29]=6)[N:26]=[CH:25][CH:24]=[CH:23]7)[CH2:19][CH2:18]5)=[N:15][N:16]=4)[N:13]=3)=[CH:4][CH:3]=2)[CH:34]=[CH:33][CH:32]=[N:31]1. (4) Given the reactants [Cl:1][C:2]1[CH:3]=[CH:4][C:5]([C:24]#[N:25])=[C:6]([C:8]2[C:13]([C:14]([F:17])([F:16])[F:15])=[CH:12][N:11]([CH:18]([CH3:22])[C:19](O)=[O:20])[C:10](=[O:23])[CH:9]=2)[CH:7]=1.[NH2:26][C:27]1[CH:39]=[CH:38][C:30]([C:31]([O:33][C:34]([CH3:37])([CH3:36])[CH3:35])=[O:32])=[CH:29][CH:28]=1, predict the reaction product. The product is: [Cl:1][C:2]1[CH:3]=[CH:4][C:5]([C:24]#[N:25])=[C:6]([C:8]2[C:13]([C:14]([F:15])([F:17])[F:16])=[CH:12][N:11]([CH:18]([CH3:22])[C:19]([NH:26][C:27]3[CH:39]=[CH:38][C:30]([C:31]([O:33][C:34]([CH3:35])([CH3:36])[CH3:37])=[O:32])=[CH:29][CH:28]=3)=[O:20])[C:10](=[O:23])[CH:9]=2)[CH:7]=1. (5) Given the reactants [CH3:1][O:2][C:3]1[CH:31]=[C:30]([O:32][CH3:33])[CH:29]=[CH:28][C:4]=1[CH2:5][N:6]1[C:15]2[C:10](=[CH:11][CH:12]=[C:13]([N:16]3[CH2:19][CH2:18][C@H:17]3[CH2:20][OH:21])[N:14]=2)[C:9](=[O:22])[C:8]([C:23]([O:25]CC)=[O:24])=[CH:7]1.[OH-].[Li+].Cl.O, predict the reaction product. The product is: [CH3:1][O:2][C:3]1[CH:31]=[C:30]([O:32][CH3:33])[CH:29]=[CH:28][C:4]=1[CH2:5][N:6]1[C:15]2[C:10](=[CH:11][CH:12]=[C:13]([N:16]3[CH2:19][CH2:18][C@H:17]3[CH2:20][OH:21])[N:14]=2)[C:9](=[O:22])[C:8]([C:23]([OH:25])=[O:24])=[CH:7]1. (6) The product is: [CH2:23]([O:25][C:26]([NH:1][C:2]1[CH:20]=[CH:19][C:5]2[C:6]3[C:14]([O:15][CH:16]([F:18])[F:17])=[CH:13][CH:12]=[CH:11][C:7]=3[O:8][C:9](=[O:10])[C:4]=2[C:3]=1[Br:21])=[O:32])[C:35]1[CH:40]=[CH:39][CH:38]=[CH:37][CH:36]=1. Given the reactants [NH2:1][C:2]1[CH:20]=[CH:19][C:5]2[C:6]3[C:14]([O:15][CH:16]([F:18])[F:17])=[CH:13][CH:12]=[CH:11][C:7]=3[O:8][C:9](=[O:10])[C:4]=2[C:3]=1[Br:21].Cl[C:23](Cl)([O:25][C:26](=[O:32])OC(Cl)(Cl)Cl)Cl.C(O)[C:35]1[CH:40]=[CH:39][CH:38]=[CH:37][CH:36]=1, predict the reaction product.